This data is from Experimentally validated miRNA-target interactions with 360,000+ pairs, plus equal number of negative samples. The task is: Binary Classification. Given a miRNA mature sequence and a target amino acid sequence, predict their likelihood of interaction. (1) The miRNA is hsa-miR-3926 with sequence UGGCCAAAAAGCAGGCAGAGA. The protein sequence of the target gene is MQQHHLQQQQQQQQQQEQQHLQEQQQHLQQLHHHAHHHLPQPLHTTSHHHSAHPHLQQQQQQQQHAVVASSPSSVLQQQQQQSTPTTHSTPTHAVMYEDPPPVPLVAVQQQHLPAPQQQQQLQQQQQQQQQQLATTPVAGALSPAQTPTGPSAQQQQHLTSPHHQQLPQQQTPNSVASGASSNLQQQQQQQNAAVAPGQTQIVAPTTASVSPSSVSSQKEDINMSIQLAPLHIPAIRAGPGFETDTSAAVKRHTAHWAYNDEGFNQHYGSGYYDRKHMFAYPYPETQFPVGQYWGPNYRP.... Result: 0 (no interaction). (2) The miRNA is hsa-miR-1343-3p with sequence CUCCUGGGGCCCGCACUCUCGC. The protein sequence of the target gene is MPKRKAEGDAKGDKAKVKDEPQRRSARLSAKPAPPKPEPKPKKAPAKKGEKVPKGKKGKADAGKEGNNPAENGDAKTDQAQKAEGAGDAK. Result: 1 (interaction). (3) The miRNA is hsa-miR-6513-3p with sequence UCAAGUGUCAUCUGUCCCUAG. The protein sequence of the target gene is MSQAVQTNGTQPLSKTWELSLYELQRTPQEAITDGLEIVVSPRSLHSELMCPICLDMLKNTMTTKECLHRFCADCIITALRSGNKECPTCRKKLVSKRSLRPDPNFDALISKIYPSRDEYEAHQERVLARINKHNNQQALSHSIEEGLKIQAMNRLQRGKKQQIENGSGAEDNGDSSHCSNASTHSNQEAGPSNKRTKTSDDSGLELDNNNAAMAIDPVMDGASEIELVFRPHPTLMEKDDSAQTRYIKTSGNATVDHLSKYLAVRLALEELRSKGESNQMNLDTASEKQYTIYIATASG.... Result: 0 (no interaction). (4) The miRNA is cel-miR-37-3p with sequence UCACCGGGUGAACACUUGCAGU. The protein sequence of the target gene is MSARGEGAGQPSTSAQGQPAAPVPQKRGRGRPRKQQQEPTCEPSPKRPRGRPKGSKNKSPSKAAQKKAETIGEKRPRGRPRKWPQQVVQKKPAQETEETSSQESAEED. Result: 0 (no interaction). (5) The miRNA is rno-miR-195-5p with sequence UAGCAGCACAGAAAUAUUGGC. The protein sequence of the target gene is MDVGELLSYQPNRGTKRPRDDEEEEQKMRRKQTGTRERGRYREEEMTVVEEADDDKKRLLQIIDRDGEEEEEEEEPLDESSVKKMILTFEKRSYKNQELRIKFPDNPEKFMESELDLNDIIQEMHVVATMPDLYHLLVELNAVQSLLGLLGHDNTDVSIAVVDLLQELTDIDTLHESEEGAEVLIDALVDGQVVALLVQNLERLDESVKEEADGVHNTLAIVENMAEFRPEMCTEGAQQGLLQWLLKRLKAKMPFDANKLYCSEVLAILLQDNDENRELLGELDGIDVLLQQLSVFKRHN.... Result: 0 (no interaction). (6) The miRNA is hsa-miR-3620-3p with sequence UCACCCUGCAUCCCGCACCCAG. The protein sequence of the target gene is MVDSVYRTRSLGVAAEGLPDQYADGEAARVWQLYIGDTRSRTAEYKAWLLGLLRQHGCQRVLDVACGTGVDSIMLVEEGFSVTSVDASDKMLKYALKERWNRRHEPAFDKWVIEEANWMTLDKDVPQSAEGGFDAVICLGNSFAHLPDCKGDQSEHRLALKNIASMVRAGGLLVIDHRNYDHILSTGCAPPGKNIYYKSDLTKDVTTSVLIVNNKAHMVTLDYTVQVPGAGQDGSPGLSKFRLSYYPHCLASFTELLQAAFGGKCQHSVLGDFKPYKPGQTYIPCYFIHVLKRTD. Result: 0 (no interaction). (7) The miRNA is mmu-miR-1962 with sequence AGAGGCUGGCACUGGGACACAU. The protein sequence of the target gene is MGAQLCFEANAKAPREALRFHAEAKGAQVRLDTRGCIAHRRTTFHDGIVFSQRPVRLGERVALRVLREESGWCGGLRVGFTRLDPACVSVPSLPPFLCPDLEEQSPTWAAVLPEGCALTGDLVRFWVDRRGCLFAKVNAGCRLLLREGVPVGAPLWAVMDVYGTTKAIELLDPTASRLPTPMPWDLSNKAVPEPKATPGEECAICFYHAANTRLVPCGHTYFCRYCAWRVFSDTAKCPVCRWQIEAVAPAQGPPALRVEEGS. Result: 0 (no interaction). (8) The miRNA is mmu-miR-574-3p with sequence CACGCUCAUGCACACACCCACA. The protein sequence of the target gene is MRRMWATQGLAVALALSVLPGSRALRPGDCEVCISYLGRFYQDLKDRDVTFSPATIENELIKFCREARGKENRLCYYIGATDDAATKIINEVSKPLAHHIPVEKICEKLKKKDSQICELKYDKQIDLSTVDLKKLRVKELKKILDDWGETCKGCAEKSDYIRKINELMPKYAPKAASARTDL. Result: 0 (no interaction).